From a dataset of Forward reaction prediction with 1.9M reactions from USPTO patents (1976-2016). Predict the product of the given reaction. (1) The product is: [Cl:38][C:25]1[CH:26]=[CH:27][C:28]2[C:33](=[CH:32][CH:31]=[CH:30][CH:29]=2)[C:24]=1[O:23][P:22](=[N:12][C@@H:13]([CH3:21])[C:14]([O:16][CH2:17][CH:18]([CH3:20])[CH3:19])=[O:15])=[O:34]. Given the reactants S(C1C=CC(C)=CC=1)([O-])(=O)=O.[NH2:12][C@@H:13]([CH3:21])[C:14]([O:16][CH2:17][CH:18]([CH3:20])[CH3:19])=[O:15].[P:22](Cl)(Cl)(=[O:34])[O:23][C:24]1[C:33]2[C:28](=[CH:29][CH:30]=[CH:31][CH:32]=2)[CH:27]=[CH:26][CH:25]=1.C(Cl)[Cl:38], predict the reaction product. (2) Given the reactants [O:1]=[CH:2][C:3]1[CH:11]=[CH:10][C:8]([OH:9])=[C:5]([O:6][CH3:7])[CH:4]=1.[CH3:12][O:13][C:14](=[O:19])[CH2:15][CH2:16][CH2:17]Br.C(=O)([O-])[O-].[K+].[K+].O, predict the reaction product. The product is: [CH3:12][O:13][C:14](=[O:19])[CH2:15][CH2:16][CH2:17][O:9][C:8]1[CH:10]=[CH:11][C:3]([CH:2]=[O:1])=[CH:4][C:5]=1[O:6][CH3:7]. (3) Given the reactants Cl[C:2]1[C:3]2[C@H:11]([CH3:12])[CH2:10][C:9](=[O:13])[NH:8][C:4]=2[N:5]=[CH:6][N:7]=1.FC(F)(F)C(O)=O.FC(F)(F)C(O)=O.FC(F)(F)C(O)=O.[F:35][C:36]([F:58])([F:57])[CH2:37][CH2:38][C:39]1[N:40]=[C:41]([CH:51]2[CH2:56][CH2:55][NH:54][CH2:53][CH2:52]2)[N:42]([CH2:44][CH2:45][N:46]2[CH2:50][CH2:49][CH2:48][CH2:47]2)[CH:43]=1.CN1CCCC1=O.C(N(C(C)C)CC)(C)C, predict the reaction product. The product is: [CH3:12][C@H:11]1[C:3]2[C:2]([N:54]3[CH2:55][CH2:56][CH:51]([C:41]4[N:42]([CH2:44][CH2:45][N:46]5[CH2:47][CH2:48][CH2:49][CH2:50]5)[CH:43]=[C:39]([CH2:38][CH2:37][C:36]([F:57])([F:35])[F:58])[N:40]=4)[CH2:52][CH2:53]3)=[N:7][CH:6]=[N:5][C:4]=2[NH:8][C:9](=[O:13])[CH2:10]1. (4) Given the reactants Cl.[Cl:2][C:3]1[CH:8]=[C:7]([C:9]2[CH:14]=[CH:13][CH:12]=[C:11]([Cl:15])[CH:10]=2)[N:6]=[C:5]2[CH2:16][CH2:17][CH2:18][C:4]=12.[NH2:19][CH:20]1[CH2:25][CH2:24][CH:23]([CH2:26][C:27]#[N:28])[CH2:22][CH2:21]1, predict the reaction product. The product is: [ClH:2].[Cl:15][C:11]1[CH:10]=[C:9]([C:7]2[N:6]=[C:5]3[CH2:16][CH2:17][CH2:18][C:4]3=[C:3]([NH:19][C@H:20]3[CH2:25][CH2:24][C@H:23]([CH2:26][C:27]#[N:28])[CH2:22][CH2:21]3)[CH:8]=2)[CH:14]=[CH:13][CH:12]=1. (5) The product is: [CH2:9]([O:8][C:6](=[O:7])[CH2:5][C:4]1[C:11]([CH3:12])=[N:21][N:20]([C:15]2[N:16]=[CH:17][CH:18]=[CH:19][N:14]=2)[C:1]=1[CH3:2])[CH3:10]. Given the reactants [C:1]([CH:4]([C:11](=O)[CH3:12])[CH2:5][C:6]([O:8][CH2:9][CH3:10])=[O:7])(=O)[CH3:2].[NH:14]1[CH:19]=[CH:18][CH:17]=[N:16][C:15]1=[N:20][NH2:21], predict the reaction product. (6) Given the reactants [Br:1][C:2]1[CH:27]=[CH:26][C:5]([CH2:6][CH:7]2[CH2:12][CH2:11][N:10]([CH2:13][CH2:14][C:15]3[CH:16]=[C:17]4[C:22](=[CH:23][CH:24]=3)[O:21][CH2:20][CH2:19][C:18]4=[O:25])[CH2:9][CH2:8]2)=[CH:4][C:3]=1[O:28][CH2:29][CH2:30][O:31][CH3:32].[C:33]([OH:40])(=[O:39])/[CH:34]=[CH:35]/[C:36]([OH:38])=[O:37].CC(C)=O, predict the reaction product. The product is: [C:33]([OH:40])(=[O:39])/[CH:34]=[CH:35]/[C:36]([OH:38])=[O:37].[Br:1][C:2]1[CH:27]=[CH:26][C:5]([CH2:6][CH:7]2[CH2:12][CH2:11][N:10]([CH2:13][CH2:14][C:15]3[CH:16]=[C:17]4[C:22](=[CH:23][CH:24]=3)[O:21][CH2:20][CH2:19][C:18]4=[O:25])[CH2:9][CH2:8]2)=[CH:4][C:3]=1[O:28][CH2:29][CH2:30][O:31][CH3:32].